This data is from Catalyst prediction with 721,799 reactions and 888 catalyst types from USPTO. The task is: Predict which catalyst facilitates the given reaction. (1) Reactant: [H-].[Na+].[CH:3](=O)[C:4]1[CH:9]=[CH:8][CH:7]=[CH:6][CH:5]=1.[N+:11]([CH2:13][C:14]([O:16][CH2:17][CH3:18])=[O:15])#[C-:12].C(O)(=[O:21])C. Product: [CH:12]([NH:11][C:13](=[CH:3][C:4]1[CH:9]=[CH:8][CH:7]=[CH:6][CH:5]=1)[C:14]([O:16][CH2:17][CH3:18])=[O:15])=[O:21]. The catalyst class is: 1. (2) Reactant: O=O.[N+](/[C:6](/[CH2:14]/[CH:15]=[CH:16]\[CH2:17]/[CH:18]=[CH:19]\[CH2:20]/[CH:21]=[CH:22]\[CH2:23][CH2:24][CH2:25][CH2:26][CH3:27])=[CH:7]/[CH2:8][CH2:9][CH2:10][C:11]([OH:13])=[O:12])([O-])=O.[N+:28](/C(=C/CCCCC)/C/C=C\C/C=C\C/C=C\CCCC(O)=O)([O-:30])=[O:29]. Product: [N+:28](/[C:7](=[CH:6]/[CH2:14]/[CH:15]=[CH:16]\[CH2:17]/[CH:18]=[CH:19]\[CH2:20]/[CH:21]=[CH:22]\[CH2:23][CH2:24][CH2:25][CH2:26][CH3:27])/[CH2:8][CH2:9][CH2:10][C:11]([OH:13])=[O:12])([O-:30])=[O:29]. The catalyst class is: 81. (3) Reactant: [OH:1][N:2]=[C:3](Cl)[C:4]1[CH:15]=[CH:14][C:7]2[B:8]([OH:13])[O:9][C:10]([CH3:12])([CH3:11])[C:6]=2[CH:5]=1.[Cl:17][C:18]1[CH:23]=[C:22]([C:24]([C:26]([F:29])([F:28])[F:27])=[CH2:25])[CH:21]=[C:20]([Cl:30])[C:19]=1[CH:31]([F:33])[F:32]. Product: [Cl:17][C:18]1[CH:23]=[C:22]([C:24]2([C:26]([F:29])([F:27])[F:28])[O:1][N:2]=[C:3]([C:4]3[CH:15]=[CH:14][C:7]4[B:8]([OH:13])[O:9][C:10]([CH3:12])([CH3:11])[C:6]=4[CH:5]=3)[CH2:25]2)[CH:21]=[C:20]([Cl:30])[C:19]=1[CH:31]([F:32])[F:33]. The catalyst class is: 3. (4) Reactant: [F:1][C:2]1[CH:11]=[C:10]2[C:5]([N:6]=[CH:7][C:8](=[O:15])[N:9]2[CH2:12][CH:13]=C)=[CH:4][CH:3]=1.I([O-])(=O)(=O)=[O:17].[Na+]. Product: [F:1][C:2]1[CH:11]=[C:10]2[C:5]([N:6]=[CH:7][C:8](=[O:15])[N:9]2[CH2:12][CH:13]=[O:17])=[CH:4][CH:3]=1. The catalyst class is: 785.